Dataset: Forward reaction prediction with 1.9M reactions from USPTO patents (1976-2016). Task: Predict the product of the given reaction. (1) Given the reactants CO[CH:3](OC)[CH2:4][NH:5][C:6]1[C@H:12]([NH:13][C:14](=[O:23])[O:15][CH2:16][C:17]2[CH:22]=[CH:21][CH:20]=[CH:19][CH:18]=2)[CH2:11][CH2:10][C:9]2[CH:24]=[CH:25][CH:26]=[CH:27][C:8]=2[N:7]=1, predict the reaction product. The product is: [CH:3]1[N:7]2[C:8]3[CH:27]=[CH:26][CH:25]=[CH:24][C:9]=3[CH2:10][CH2:11][C@@H:12]([NH:13][C:14](=[O:23])[O:15][CH2:16][C:17]3[CH:22]=[CH:21][CH:20]=[CH:19][CH:18]=3)[C:6]2=[N:5][CH:4]=1. (2) The product is: [CH2:13]([O:12][C:10]([CH:9]=[CH:17][C:19]1[S:20][CH:21]=[CH:22][C:23]=1[C:24]1[C:25](=[O:42])[N:26]([C:36]2[CH:41]=[CH:40][CH:39]=[CH:38][CH:37]=2)[CH:27]=[C:28]([C:30]2[CH:35]=[CH:34][CH:33]=[CH:32][N:31]=2)[CH:29]=1)=[O:11])[CH3:14]. Given the reactants C(OP([CH2:9][C:10]([O:12][CH2:13][CH3:14])=[O:11])(OCC)=O)C.[H-].[Na+].[CH:17]([C:19]1[S:20][CH:21]=[CH:22][C:23]=1[C:24]1[C:25](=[O:42])[N:26]([C:36]2[CH:41]=[CH:40][CH:39]=[CH:38][CH:37]=2)[CH:27]=[C:28]([C:30]2[CH:35]=[CH:34][CH:33]=[CH:32][N:31]=2)[CH:29]=1)=O.O, predict the reaction product. (3) The product is: [CH2:1]([O:3][C:4]([C:6]1[CH:7]=[N:8][N:9]2[C:14]([NH:15][C:16]3[CH:21]=[C:20]([CH3:22])[CH:19]=[CH:18][C:17]=3[F:23])=[C:13]([C:24]([N:38]3[CH2:39][CH2:40][C:35]4([C:32]5[CH:33]=[CH:34][C:29]([F:28])=[CH:30][C:31]=5[O:42][CH2:41]4)[CH2:36][CH2:37]3)=[O:25])[CH:12]=[N:11][C:10]=12)=[O:5])[CH3:2]. Given the reactants [CH2:1]([O:3][C:4]([C:6]1[CH:7]=[N:8][N:9]2[C:14]([NH:15][C:16]3[CH:21]=[C:20]([CH3:22])[CH:19]=[CH:18][C:17]=3[F:23])=[C:13]([C:24](O)=[O:25])[CH:12]=[N:11][C:10]=12)=[O:5])[CH3:2].Cl.[F:28][C:29]1[CH:34]=[CH:33][C:32]2[C:35]3([CH2:41][O:42][C:31]=2[CH:30]=1)[CH2:40][CH2:39][NH:38][CH2:37][CH2:36]3, predict the reaction product. (4) Given the reactants [Cl:1][C:2]1[N:7]=[C:6]([NH:8][CH2:9][CH3:10])[C:5]([N+:11]([O-])=O)=[CH:4][N:3]=1.[H][H], predict the reaction product. The product is: [Cl:1][C:2]1[N:7]=[C:6]([NH:8][CH2:9][CH3:10])[C:5]([NH2:11])=[CH:4][N:3]=1.